This data is from Catalyst prediction with 721,799 reactions and 888 catalyst types from USPTO. The task is: Predict which catalyst facilitates the given reaction. (1) Reactant: CC(OC(/N=N/C(OC(C)C)=O)=O)C.[F:15][C:16]1[CH:17]=[C:18]([CH2:32]O)[CH:19]=[C:20]([C:22]2[CH:27]=[N:26][C:25]([C:28]([F:31])([F:30])[F:29])=[CH:24][N:23]=2)[CH:21]=1.[C:34]1(=[O:44])[C:42]2[C:37](=[CH:38][CH:39]=[CH:40][CH:41]=2)[C:36](=[O:43])[NH:35]1.C1C=CC(P(C2C=CC=CC=2)C2C=CC=CC=2)=CC=1. The catalyst class is: 1. Product: [F:15][C:16]1[CH:17]=[C:18]([CH2:32][N:35]2[C:36](=[O:43])[C:37]3[C:42](=[CH:41][CH:40]=[CH:39][CH:38]=3)[C:34]2=[O:44])[CH:19]=[C:20]([C:22]2[CH:27]=[N:26][C:25]([C:28]([F:29])([F:30])[F:31])=[CH:24][N:23]=2)[CH:21]=1. (2) Reactant: Cl[C:2]1[N:7]=[N:6][C:5]([N:8]2[C:16]3[C:11](=[CH:12][CH:13]=[CH:14][CH:15]=3)[CH2:10][C@H:9]2[C:17]([N:19]2[CH2:24][C@H:23]([CH3:25])[CH2:22][C@H:21]([CH3:26])[CH2:20]2)=[O:18])=[CH:4][CH:3]=1.[OH-].[Na+]. Product: [CH3:26][C@H:21]1[CH2:22][C@@H:23]([CH3:25])[CH2:24][N:19]([C:17]([C@@H:9]2[CH2:10][C:11]3[C:16](=[CH:15][CH:14]=[CH:13][CH:12]=3)[N:8]2[C:5]2[N:6]=[N:7][CH:2]=[CH:3][CH:4]=2)=[O:18])[CH2:20]1. The catalyst class is: 178. (3) Reactant: [C:1]1([CH2:7][CH:8]([C:11]2[CH:16]=[CH:15][CH:14]=[C:13]([C:17]3[CH:18]=[N:19][NH:20][CH:21]=3)[CH:12]=2)[C:9]#[N:10])[CH:6]=[CH:5][CH:4]=[CH:3][CH:2]=1.N.O.[H][H]. Product: [C:1]1([CH2:7][CH:8]([C:11]2[CH:16]=[CH:15][CH:14]=[C:13]([C:17]3[CH:18]=[N:19][NH:20][CH:21]=3)[CH:12]=2)[CH2:9][NH2:10])[CH:6]=[CH:5][CH:4]=[CH:3][CH:2]=1. The catalyst class is: 171. (4) Reactant: Cl[C:2]1[N:3]([C@H:24]2[CH2:28][CH2:27][N:26]([S:29]([CH3:32])(=[O:31])=[O:30])[CH2:25]2)[C:4]2[C:9]([N:10]=1)=[C:8]([N:11]1[CH2:16][CH2:15][O:14][CH2:13][CH2:12]1)[N:7]=[C:6]([C:17]1[CH:18]=[N:19][C:20]([NH2:23])=[N:21][CH:22]=1)[N:5]=2.[CH3:33][C@H:34]1[CH2:39][NH:38][CH2:37][C@@H:36]([CH3:40])[NH:35]1. Product: [CH3:33][C@H:34]1[NH:35][C@@H:36]([CH3:40])[CH2:37][N:38]([C:2]2[N:3]([C@H:24]3[CH2:28][CH2:27][N:26]([S:29]([CH3:32])(=[O:30])=[O:31])[CH2:25]3)[C:4]3[C:9]([N:10]=2)=[C:8]([N:11]2[CH2:16][CH2:15][O:14][CH2:13][CH2:12]2)[N:7]=[C:6]([C:17]2[CH:22]=[N:21][C:20]([NH2:23])=[N:19][CH:18]=2)[N:5]=3)[CH2:39]1. The catalyst class is: 16. (5) Reactant: [NH2:1][CH:2]1[CH2:7][CH2:6][N:5]([C:8]2[C:9]([C:22]3[CH:27]=[CH:26][CH:25]=[CH:24][CH:23]=3)=[N:10][C:11]3[C:16]([N:17]=2)=[CH:15][C:14]([C:18]([O:20][CH3:21])=[O:19])=[CH:13][CH:12]=3)[CH2:4][CH2:3]1.C(N(CC)CC)C.[C:35](OC(=O)C)(=[O:37])[CH3:36]. The catalyst class is: 4. Product: [C:35]([NH:1][CH:2]1[CH2:7][CH2:6][N:5]([C:8]2[C:9]([C:22]3[CH:27]=[CH:26][CH:25]=[CH:24][CH:23]=3)=[N:10][C:11]3[C:16]([N:17]=2)=[CH:15][C:14]([C:18]([O:20][CH3:21])=[O:19])=[CH:13][CH:12]=3)[CH2:4][CH2:3]1)(=[O:37])[CH3:36].